From a dataset of Forward reaction prediction with 1.9M reactions from USPTO patents (1976-2016). Predict the product of the given reaction. (1) Given the reactants [Br:1][C:2]1[CH:7]=[CH:6][C:5](/[C:8](=[N:22]\[O:23][CH2:24][CH3:25])/[CH:9]2[CH2:14][CH2:13][N:12]([C:15]3([CH3:21])[CH2:20][CH2:19][NH:18][CH2:17][CH2:16]3)[CH2:11][CH2:10]2)=[CH:4][CH:3]=1.[CH3:26][C:27]1[CH:36]=[C:35]([C:37](O)=[O:38])[C:34]2[C:29](=[CH:30][CH:31]=[CH:32][CH:33]=2)[N:28]=1.CCN(CC)CC.CN(C(ON1N=NC2C=CC=NC1=2)=[N+](C)C)C.F[P-](F)(F)(F)(F)F, predict the reaction product. The product is: [Br:1][C:2]1[CH:7]=[CH:6][C:5](/[C:8](=[N:22]\[O:23][CH2:24][CH3:25])/[CH:9]2[CH2:10][CH2:11][N:12]([C:15]3([CH3:21])[CH2:20][CH2:19][N:18]([C:37]([C:35]4[C:34]5[C:29](=[CH:30][CH:31]=[CH:32][CH:33]=5)[N:28]=[C:27]([CH3:26])[CH:36]=4)=[O:38])[CH2:17][CH2:16]3)[CH2:13][CH2:14]2)=[CH:4][CH:3]=1. (2) Given the reactants [F:1][C:2]([F:13])([F:12])[C:3]1[CH:4]=[C:5]2[CH:11]=[CH:10][NH:9][C:6]2=[N:7][CH:8]=1.[F:14][C:15]1[C:20]([CH:21]=[O:22])=[C:19]([F:23])[CH:18]=[CH:17][C:16]=1[NH:24][S:25]([CH2:28][CH2:29][CH3:30])(=[O:27])=[O:26].[OH-].[K+], predict the reaction product. The product is: [F:14][C:15]1[C:20]([C:21]([C:11]2[C:5]3[C:6](=[N:7][CH:8]=[C:3]([C:2]([F:1])([F:12])[F:13])[CH:4]=3)[NH:9][CH:10]=2)=[O:22])=[C:19]([F:23])[CH:18]=[CH:17][C:16]=1[NH:24][S:25]([CH2:28][CH2:29][CH3:30])(=[O:27])=[O:26]. (3) Given the reactants [F:1][C:2]1[CH:16]=[CH:15][CH:14]=[CH:13][C:3]=1[O:4][C:5]1[CH:6]=[CH:7][C:8]([CH3:12])=[C:9]([NH2:11])[CH:10]=1.C(OC(=O)C)(=O)C.C([O-])(=O)C.[K+].[N:29](OCCC(C)C)=O, predict the reaction product. The product is: [F:1][C:2]1[CH:16]=[CH:15][CH:14]=[CH:13][C:3]=1[O:4][C:5]1[CH:10]=[C:9]2[C:8]([CH:12]=[N:29][NH:11]2)=[CH:7][CH:6]=1. (4) Given the reactants C(OC(=O)[N:7]([CH2:31][CH:32]1[CH2:34][CH2:33]1)[C@@H:8]1[CH2:10][C@H:9]1[C:11]1[CH:16]=[CH:15][C:14]([NH:17][C:18](=[O:30])[C:19]2[CH:24]=[C:23]([C:25]([F:28])([F:27])[F:26])[CH:22]=[CH:21][C:20]=2[F:29])=[CH:13][CH:12]=1)(C)(C)C.[ClH:36].COC1CCCC1, predict the reaction product. The product is: [ClH:36].[CH:32]1([CH2:31][NH:7][C@@H:8]2[CH2:10][C@H:9]2[C:11]2[CH:12]=[CH:13][C:14]([NH:17][C:18](=[O:30])[C:19]3[CH:24]=[C:23]([C:25]([F:27])([F:28])[F:26])[CH:22]=[CH:21][C:20]=3[F:29])=[CH:15][CH:16]=2)[CH2:33][CH2:34]1. (5) Given the reactants [S:1](Cl)([C:4]1[CH:10]=[CH:9][C:7]([CH3:8])=[CH:6][CH:5]=1)(=[O:3])=[O:2].Cl.[CH3:13][O:14][C:15](=[O:19])[C@@H:16]([CH3:18])[NH2:17], predict the reaction product. The product is: [CH3:8][C:7]1[CH:9]=[CH:10][C:4]([S:1]([NH:17][C@@H:16]([C:15]([O:14][CH3:13])=[O:19])[CH3:18])(=[O:3])=[O:2])=[CH:5][CH:6]=1. (6) Given the reactants [NH:1]1[CH2:6][CH2:5][NH:4][CH2:3][CH2:2]1.[OH-].[Na+].[C:9](O[C:9]([O:11][C:12]([CH3:15])([CH3:14])[CH3:13])=[O:10])([O:11][C:12]([CH3:15])([CH3:14])[CH3:13])=[O:10], predict the reaction product. The product is: [C:12]([O:11][C:9]([N:1]1[CH2:6][CH2:5][NH:4][CH2:3][CH2:2]1)=[O:10])([CH3:15])([CH3:14])[CH3:13]. (7) Given the reactants [CH3:1][N:2]1[CH2:7][CH2:6][N:5]([C:8]2[CH:9]=[C:10]([CH:12]=[CH:13][CH:14]=2)[NH2:11])[CH2:4][CH2:3]1.CS([C:18]1[N:23]=[CH:22][C:21]2=[CH:24][CH:25]=[C:26]([C:27]3[CH:28]=[N:29][N:30]([CH3:32])[CH:31]=3)[N:20]2[N:19]=1)=O, predict the reaction product. The product is: [CH3:1][N:2]1[CH2:3][CH2:4][N:5]([C:8]2[CH:9]=[C:10]([NH:11][C:18]3[N:23]=[CH:22][C:21]4=[CH:24][CH:25]=[C:26]([C:27]5[CH:28]=[N:29][N:30]([CH3:32])[CH:31]=5)[N:20]4[N:19]=3)[CH:12]=[CH:13][CH:14]=2)[CH2:6][CH2:7]1. (8) The product is: [C:2]1([CH3:1])[CH:7]=[CH:6][CH:5]=[C:4]([C@:8]2([OH:12])[O:47][CH2:46][C:45]([CH3:49])([CH3:48])[NH:44][C@H:9]2[CH3:10])[CH:3]=1. Given the reactants [CH3:1][C:2]1[CH:3]=[C:4]([C:8](=[O:12])[C@H:9](O)[CH3:10])[CH:5]=[CH:6][CH:7]=1.CN(C1C2C(N(C)C)=CC=CC=2C=CC=1)C.S(OS(C(F)(F)F)(=O)=O)(C(F)(F)F)(=O)=O.[NH2:44][C:45]([CH3:49])([CH3:48])[CH2:46][OH:47], predict the reaction product. (9) Given the reactants [NH:1]([C:3]1[CH:11]=[CH:10][C:6]([C:7]([OH:9])=[O:8])=[CH:5][CH:4]=1)[NH2:2].[F:12][C:13]1[CH:20]=[CH:19][C:18]([I:21])=[CH:17][C:14]=1[CH:15]=O.C(=O)([O-])[O-].[Cs+].[Cs+].Cl, predict the reaction product. The product is: [F:12][C:13]1[CH:20]=[CH:19][C:18]([I:21])=[CH:17][C:14]=1[CH:15]=[N:2][NH:1][C:3]1[CH:4]=[CH:5][C:6]([C:7]([OH:9])=[O:8])=[CH:10][CH:11]=1. (10) Given the reactants [CH3:1][O:2][C:3]1[CH:8]=[CH:7][C:6]([S:9]([CH2:12][CH2:13][O:14][CH:15]2[CH2:20][CH2:19][CH2:18][CH2:17][O:16]2)(=[O:11])=[O:10])=[CH:5][C:4]=1B1OC(C)(C)C(C)(C)O1.Br[C:31]1[C:40]2[C:35](=[CH:36][CH:37]=[C:38]([C:41]3[CH:42]=[N:43][N:44]([CH3:46])[CH:45]=3)[CH:39]=2)[C:34](=[O:47])[N:33]([CH3:48])[CH:32]=1.C(O[K])(C)=O.CC(=O)OCC, predict the reaction product. The product is: [CH3:1][O:2][C:3]1[CH:8]=[CH:7][C:6]([S:9]([CH2:12][CH2:13][O:14][CH:15]2[CH2:20][CH2:19][CH2:18][CH2:17][O:16]2)(=[O:10])=[O:11])=[CH:5][C:4]=1[C:31]1[C:40]2[C:35](=[CH:36][CH:37]=[C:38]([C:41]3[CH:42]=[N:43][N:44]([CH3:46])[CH:45]=3)[CH:39]=2)[C:34](=[O:47])[N:33]([CH3:48])[CH:32]=1.